Task: Token-level Classification. Given an antigen amino acid sequence, predict which amino acid positions are active epitope sites capable of antibody binding. Output is a list of indices for active positions.. Dataset: B-cell epitopes from IEDB database with 3,159 antigens for binding position prediction (1) Given the antigen sequence: AAEGGDNQSSAVSDRASLFGLLSGGTGQGLGIGESVDLEMMGNTYRVERPTGNPDLLKIAIKASDGSYSEVGNVNVEEVIDTMKSMQRDEDIFLRALNKGETVEEAIEDVAQAEGLNSEQTLQLEDAVSAVASVVQDEMKVIDDVQQLEKDKQQLKDDIGFLTGERE, which amino acid positions are active epitope sites? The epitope positions are: [76, 77, 78, 79, 80, 81, 82, 83, 84, 85, 86, 87, 88, 89, 90]. The amino acids at these positions are: EEVIDTMKSMQRDED. (2) Given the antigen sequence: MDYQVSSPIYDINYYTSEPCQKINVKQIAARLLPPLYSLVFIFGFVGNMLVILILINCKRLKSMTDIYLLNLAISDLFFLLTAAQWDFGNTMCQLLTGLYFIGFFSGIFFIILL, which amino acid positions are active epitope sites? The epitope positions are: [6, 7, 8, 9, 10, 11, 12, 13, 14, 15]. The amino acids at these positions are: SPIYDINYYT.